Task: Predict the reactants needed to synthesize the given product.. Dataset: Full USPTO retrosynthesis dataset with 1.9M reactions from patents (1976-2016) (1) Given the product [F:1][C:2]1[CH:7]=[N:6][C:5]([C:8]2[C:17]([CH3:18])=[CH:16][CH:15]=[CH:14][C:9]=2[C:10]([OH:12])=[O:11])=[N:4][CH:3]=1, predict the reactants needed to synthesize it. The reactants are: [F:1][C:2]1[CH:3]=[N:4][C:5]([C:8]2[C:17]([CH3:18])=[CH:16][CH:15]=[CH:14][C:9]=2[C:10]([O:12]C)=[O:11])=[N:6][CH:7]=1.[OH-].[Na+]. (2) Given the product [N:33]1[CH:34]=[CH:35][CH:36]=[CH:37][C:32]=1[C:2]1[CH:3]=[N:4][C:5]2[C:6]3[N:20]([CH:21]4[CH2:26][CH2:25][CH2:24][CH2:23][O:22]4)[N:19]=[CH:18][C:7]=3[C:8](=[O:17])[N:9]([CH2:12][C:13]([F:15])([F:16])[F:14])[C:10]=2[CH:11]=1, predict the reactants needed to synthesize it. The reactants are: Cl[C:2]1[CH:3]=[N:4][C:5]2[C:6]3[N:20]([CH:21]4[CH2:26][CH2:25][CH2:24][CH2:23][O:22]4)[N:19]=[CH:18][C:7]=3[C:8](=[O:17])[N:9]([CH2:12][C:13]([F:16])([F:15])[F:14])[C:10]=2[CH:11]=1.C([Sn](CCCC)(CCCC)[C:32]1[CH:37]=[CH:36][CH:35]=[CH:34][N:33]=1)CCC.CN(C=O)C.O. (3) Given the product [Br:11][C:12]1[CH:13]=[C:14]([S:18][C:19]2[N:23]([C:24]3[CH:29]=[C:28]([F:30])[CH:27]=[CH:26][C:25]=3[F:31])[N:22]=[C:21]([CH2:32][NH:34][CH3:35])[CH:20]=2)[CH:15]=[CH:16][CH:17]=1, predict the reactants needed to synthesize it. The reactants are: [Cl-].[Al+3].[Cl-].[Cl-].[H-].[Al+3].[Li+].[H-].[H-].[H-].[Br:11][C:12]1[CH:13]=[C:14]([S:18][C:19]2[N:23]([C:24]3[CH:29]=[C:28]([F:30])[CH:27]=[CH:26][C:25]=3[F:31])[N:22]=[C:21]([C:32]([NH:34][CH3:35])=O)[CH:20]=2)[CH:15]=[CH:16][CH:17]=1.[OH-].[Na+]. (4) Given the product [O:1]=[C:2]1[C:10]2[C:5](=[CH:6][CH:7]=[CH:8][CH:9]=2)[C:4](=[O:11])[N:3]1[CH2:12][CH2:13][N:14]1[C:23]2[C:18](=[N:19][CH:20]=[C:21]([CH2:24][C:25]3[CH:26]=[CH:27][C:28]([F:31])=[CH:29][CH:30]=3)[CH:22]=2)[C:17]([OH:32])=[C:16]([C:33]([NH:45][CH2:44][CH:40]2[CH2:41][CH2:42][CH2:43][O:39]2)=[O:34])[C:15]1=[O:38], predict the reactants needed to synthesize it. The reactants are: [O:1]=[C:2]1[C:10]2[C:5](=[CH:6][CH:7]=[CH:8][CH:9]=2)[C:4](=[O:11])[N:3]1[CH2:12][CH2:13][N:14]1[C:23]2[C:18](=[N:19][CH:20]=[C:21]([CH2:24][C:25]3[CH:30]=[CH:29][C:28]([F:31])=[CH:27][CH:26]=3)[CH:22]=2)[C:17]([OH:32])=[C:16]([C:33](OCC)=[O:34])[C:15]1=[O:38].[O:39]1[CH2:43][CH2:42][CH2:41][CH:40]1[CH2:44][NH2:45]. (5) Given the product [CH3:4][O:5][C:6]([C@@H:8]([N:16]1[CH2:24][C:20]2[CH:21]=[CH:22][S:23][C:19]=2[CH2:18][CH2:17]1)[C:9]1[C:14]([Cl:15])=[CH:13][CH:12]=[CH:11][CH:10]=1)=[O:7].[OH:28][S:25]([OH:29])(=[O:27])=[O:26], predict the reactants needed to synthesize it. The reactants are: C(Cl)Cl.[CH3:4][O:5][C:6]([C@@H:8]([N:16]1[CH2:24][C:20]2[CH:21]=[CH:22][S:23][C:19]=2[CH2:18][CH2:17]1)[C:9]1[CH:10]=[CH:11][CH:12]=[CH:13][C:14]=1[Cl:15])=[O:7].[S:25](=[O:29])(=[O:28])([OH:27])[OH:26].